Dataset: Full USPTO retrosynthesis dataset with 1.9M reactions from patents (1976-2016). Task: Predict the reactants needed to synthesize the given product. Given the product [Cl:1][C:2]1[CH:3]=[CH:4][C:5]([C:8]2([CH:11]=[O:12])[CH2:9][CH2:10]2)=[CH:6][CH:7]=1, predict the reactants needed to synthesize it. The reactants are: [Cl:1][C:2]1[CH:7]=[CH:6][C:5]([C:8]2([CH2:11][OH:12])[CH2:10][CH2:9]2)=[CH:4][CH:3]=1.S(=O)(=O)(O)O.C(O)(C)C.